Predict which catalyst facilitates the given reaction. From a dataset of Catalyst prediction with 721,799 reactions and 888 catalyst types from USPTO. (1) Reactant: [Cl:1][C:2]1[CH:7]=[C:6]([Cl:8])[CH:5]=[C:4]([Cl:9])[C:3]=1[N:10]1[C:14]2=[N:15][C:16]([CH2:20][C:21]3[CH:26]=[CH:25][C:24]([NH:27][C:28](=[O:31])[CH2:29]Cl)=[CH:23][CH:22]=3)=[N:17][C:18](=[O:19])[C:13]2=[C:12]([CH:32]([CH3:34])[CH3:33])[NH:11]1.[NH:35]1[CH2:40][CH2:39][NH:38][CH2:37][CH2:36]1.O. Product: [Cl:9][C:4]1[CH:5]=[C:6]([Cl:8])[CH:7]=[C:2]([Cl:1])[C:3]=1[N:10]1[C:14]2=[N:15][C:16]([CH2:20][C:21]3[CH:26]=[CH:25][C:24]([NH:27][C:28]([CH2:29][N:35]4[CH2:40][CH2:39][NH:38][CH2:37][CH2:36]4)=[O:31])=[CH:23][CH:22]=3)=[N:17][C:18](=[O:19])[C:13]2=[C:12]([CH:32]([CH3:34])[CH3:33])[NH:11]1. The catalyst class is: 198. (2) Reactant: Br[CH2:2][C:3]1[C:4]([C@H:23]([O:29][C:30]([CH3:33])([CH3:32])[CH3:31])[C:24]([O:26][CH2:27][CH3:28])=[O:25])=[C:5]([O:15][S:16]([C:19]([F:22])([F:21])[F:20])(=[O:18])=[O:17])[C:6]2[C:11]([C:12]=1[CH2:13]Br)=[CH:10][CH:9]=[CH:8][CH:7]=2.[CH2:34]([N:36](CC)CC)C.CN. Product: [C:30]([O:29][C@@H:23]([C:4]1[C:3]2[CH2:2][N:36]([CH3:34])[CH2:13][C:12]=2[C:11]2[CH:10]=[CH:9][CH:8]=[CH:7][C:6]=2[C:5]=1[O:15][S:16]([C:19]([F:21])([F:22])[F:20])(=[O:17])=[O:18])[C:24]([O:26][CH2:27][CH3:28])=[O:25])([CH3:32])([CH3:31])[CH3:33]. The catalyst class is: 1. (3) Reactant: C[O:2][C:3]([C:5]1[S:6][CH:7]=[CH:8][C:9]=1[S:10]([NH:13][C:14]1[CH:15]=[CH:16][CH:17]=[C:18]2[C:22]=1[NH:21][C:20]([C:23]([O:25]CC)=[O:24])=[CH:19]2)(=[O:12])=[O:11])=[O:4].CO.[OH-].[K+].C(O)(=O)CC(CC(O)=O)(C(O)=O)O. The catalyst class is: 7. Product: [C:3]([C:5]1[S:6][CH:7]=[CH:8][C:9]=1[S:10]([NH:13][C:14]1[CH:15]=[CH:16][CH:17]=[C:18]2[C:22]=1[NH:21][C:20]([C:23]([OH:25])=[O:24])=[CH:19]2)(=[O:12])=[O:11])([OH:4])=[O:2]. (4) Reactant: [N:1]1([C:10]2[S:14][C:13]([C:15](O)=[O:16])=[C:12]([O:18][CH2:19][C:20]3[CH:25]=[CH:24][CH:23]=[CH:22][C:21]=3[CH3:26])[CH:11]=2)[C:5]2[CH:6]=[CH:7][CH:8]=[CH:9][C:4]=2[N:3]=[CH:2]1.ClC(N(C)C)=C(C)C.[CH2:35]([NH2:42])[C:36]1[CH:41]=[CH:40][CH:39]=[CH:38][CH:37]=1.C(N(C(C)C)CC)(C)C. Product: [N:1]1([C:10]2[S:14][C:13]([C:15]([NH:42][CH2:35][C:36]3[CH:41]=[CH:40][CH:39]=[CH:38][CH:37]=3)=[O:16])=[C:12]([O:18][CH2:19][C:20]3[CH:25]=[CH:24][CH:23]=[CH:22][C:21]=3[CH3:26])[CH:11]=2)[C:5]2[CH:6]=[CH:7][CH:8]=[CH:9][C:4]=2[N:3]=[CH:2]1. The catalyst class is: 4. (5) Reactant: [Br:1][C:2]1[CH:7]=[C:6]([F:8])[C:5]([OH:9])=[C:4]([F:10])[CH:3]=1.[CH3:11][C@H:12](O)[CH2:13][CH2:14][CH2:15][CH2:16][CH2:17][CH3:18].C1(P(C2C=CC=CC=2)C2C=CC=CC=2)C=CC=CC=1.N(C(OC(C)C)=O)=NC(OC(C)C)=O. Product: [F:10][C:4]1[CH:3]=[C:2]([Br:1])[CH:7]=[C:6]([F:8])[C:5]=1[O:9][CH:12]([CH3:11])[CH2:13][CH2:14][CH2:15][CH2:16][CH2:17][CH3:18]. The catalyst class is: 7. (6) Reactant: [CH3:1][N:2]1[CH:6]=[C:5]([C:7]2[CH:12]=[CH:11][CH:10]=[CH:9][CH:8]=2)[N:4]=[C:3]1[CH:13]=[O:14].[Cl:15]N1C(=O)CCC1=O. Product: [Cl:15][C:6]1[N:2]([CH3:1])[C:3]([CH:13]=[O:14])=[N:4][C:5]=1[C:7]1[CH:12]=[CH:11][CH:10]=[CH:9][CH:8]=1. The catalyst class is: 53. (7) Reactant: [C:1]1([CH2:7][CH2:8][NH2:9])[CH:6]=[CH:5][CH:4]=[CH:3][CH:2]=1.[C:10](OC(=O)C)(=[O:12])[CH3:11]. Product: [C:10]([NH:9][CH2:8][CH2:7][C:1]1[CH:6]=[CH:5][CH:4]=[CH:3][CH:2]=1)(=[O:12])[CH3:11]. The catalyst class is: 17. (8) Reactant: CC1(C)C(C)(C)OB([C:9]2[CH:10]=[C:11]3[C:16](=[CH:17][CH:18]=2)[CH:15]=[C:14]([C:19]#[N:20])[CH:13]=[CH:12]3)O1.Br[C:23]1[CH:24]=[C:25]([CH:29]([CH:36]2[CH2:38][CH2:37]2)[NH:30][S:31]([CH2:34][CH3:35])(=[O:33])=[O:32])[CH:26]=[N:27][CH:28]=1.C(=O)([O-])[O-].[Na+].[Na+].O.C(Cl)Cl. Product: [C:19]([C:14]1[CH:15]=[C:16]2[C:11](=[CH:12][CH:13]=1)[CH:10]=[C:9]([C:23]1[CH:24]=[C:25]([CH:29]([CH:36]3[CH2:38][CH2:37]3)[NH:30][S:31]([CH2:34][CH3:35])(=[O:32])=[O:33])[CH:26]=[N:27][CH:28]=1)[CH:18]=[CH:17]2)#[N:20]. The catalyst class is: 431. (9) Reactant: Br.[S:2]1[CH:6]=[CH:5][C:4]2[C:7]([C:11]3[N:12]4[CH2:19][CH2:18][N:17]=[C:13]4[S:14][C:15]=3Br)=[CH:8][CH:9]=[CH:10][C:3]1=2.C([Mg][Cl:23])C.[CH3:24][S:25]SC. Product: [ClH:23].[S:2]1[CH:6]=[CH:5][C:4]2[C:7]([C:11]3[N:12]4[CH2:19][CH2:18][N:17]=[C:13]4[S:14][C:15]=3[S:25][CH3:24])=[CH:8][CH:9]=[CH:10][C:3]1=2. The catalyst class is: 7.